This data is from Full USPTO retrosynthesis dataset with 1.9M reactions from patents (1976-2016). The task is: Predict the reactants needed to synthesize the given product. (1) The reactants are: [C:1]([O:9][C@H:10]1[C@H:16]2[CH2:17][N:18]([C:19]([O:21][C:22](=O)[C:23]3[CH:28]=[CH:27][CH:26]=[CH:25][CH:24]=3)=[O:20])[C@@H:11]1[C@H:12]([O:15]2)[O:13]C)(=[O:8])[C:2]1[CH:7]=[CH:6][CH:5]=[CH:4][CH:3]=1.[BH4-].[Na+].[Cl-].[NH4+]. Given the product [C:1]([O:9][C@H:10]1[C@H:16]([OH:15])[CH2:17][N:18]([C:19]([O:21][CH2:22][C:23]2[CH:28]=[CH:27][CH:26]=[CH:25][CH:24]=2)=[O:20])[C@@H:11]1[CH2:12][OH:13])(=[O:8])[C:2]1[CH:7]=[CH:6][CH:5]=[CH:4][CH:3]=1, predict the reactants needed to synthesize it. (2) Given the product [Cl:15][C:12]1[CH:11]=[CH:10][C:9]([CH2:8][CH:7]([N:16]([CH3:28])[C:17]([C:18]2[CH2:33][N:34]([CH3:35])[C:23](=[O:22])[C:19]=2[OH:20])=[O:27])[CH2:6][C:5]2[CH:4]=[CH:3][C:2]([Cl:1])=[CH:30][CH:29]=2)=[CH:14][CH:13]=1, predict the reactants needed to synthesize it. The reactants are: [Cl:1][C:2]1[CH:30]=[CH:29][C:5]([CH2:6][CH:7]([N:16]([CH3:28])[C:17](=[O:27])[CH:18]=[C:19]2[C:23](=O)[O:22]C(C)(C)[O:20]2)[CH2:8][C:9]2[CH:14]=[CH:13][C:12]([Cl:15])=[CH:11][CH:10]=2)=[CH:4][CH:3]=1.C=O.[CH3:33][NH2:34].[CH3:35]O. (3) The reactants are: [F:1][C:2]1([F:32])[CH2:7][CH2:6][N:5]([C:8]([C:10]2[NH:11][C:12]3[C:17]([CH:18]=2)=[CH:16][C:15]([C:19]([N:21]2[CH2:26][CH2:25][CH:24]([N:27]4[CH2:31][CH2:30][CH2:29][CH2:28]4)[CH2:23][CH2:22]2)=[O:20])=[CH:14][CH:13]=3)=[O:9])[CH2:4][CH2:3]1.[Cl:33][C:34]1[CH:39]=[C:38](B(O)O)[CH:37]=[CH:36][N:35]=1.N1C=CC=CC=1. Given the product [Cl:33][C:34]1[CH:39]=[C:38]([N:11]2[C:12]3[C:17](=[CH:16][C:15]([C:19]([N:21]4[CH2:22][CH2:23][CH:24]([N:27]5[CH2:31][CH2:30][CH2:29][CH2:28]5)[CH2:25][CH2:26]4)=[O:20])=[CH:14][CH:13]=3)[CH:18]=[C:10]2[C:8]([N:5]2[CH2:6][CH2:7][C:2]([F:1])([F:32])[CH2:3][CH2:4]2)=[O:9])[CH:37]=[CH:36][N:35]=1, predict the reactants needed to synthesize it.